Dataset: Forward reaction prediction with 1.9M reactions from USPTO patents (1976-2016). Task: Predict the product of the given reaction. (1) Given the reactants [Cl:1][C:2]1[CH:13]=[CH:12][C:5]([CH2:6][N:7]2[CH:11]=[CH:10][CH:9]=[N:8]2)=[CH:4][C:3]=1[F:14].NC(N)=[O:17].[H][H].FC(F)(F)C(OC(=O)C(F)(F)F)=O, predict the reaction product. The product is: [Cl:1][C:2]1[CH:13]=[CH:12][C:5]([CH2:6][N:7]2[CH:11]=[CH:10][CH:9]=[N+:8]2[O-:17])=[CH:4][C:3]=1[F:14]. (2) Given the reactants [C:1]([O:5][C:6]([N:8]([CH2:24][CH2:25][C:26]1[CH:31]=[CH:30][CH:29]=[CH:28][C:27]=1[OH:32])[CH:9]1[CH2:18][CH2:17][CH2:16][C:15]2[N:14]=[C:13]([C:19]([O:21][CH2:22][CH3:23])=[O:20])[CH:12]=[CH:11][C:10]1=2)=[O:7])([CH3:4])([CH3:3])[CH3:2].Cl[CH2:34][C:35]1[CH:40]=[CH:39][C:38]([C:41]2[O:42][C:43]3[CH:49]=[CH:48][C:47]([CH3:50])=[CH:46][C:44]=3[N:45]=2)=[CH:37][CH:36]=1.C(=O)([O-])[O-].[K+].[K+], predict the reaction product. The product is: [C:1]([O:5][C:6]([N:8]([CH2:24][CH2:25][C:26]1[CH:31]=[CH:30][CH:29]=[CH:28][C:27]=1[O:32][CH2:34][C:35]1[CH:40]=[CH:39][C:38]([C:41]2[O:42][C:43]3[CH:49]=[CH:48][C:47]([CH3:50])=[CH:46][C:44]=3[N:45]=2)=[CH:37][CH:36]=1)[CH:9]1[CH2:18][CH2:17][CH2:16][C:15]2[N:14]=[C:13]([C:19]([O:21][CH2:22][CH3:23])=[O:20])[CH:12]=[CH:11][C:10]1=2)=[O:7])([CH3:2])([CH3:3])[CH3:4]. (3) Given the reactants [F:1][C:2]1[C:10]([F:11])=[CH:9][CH:8]=[CH:7][C:3]=1[C:4]([OH:6])=[O:5].OS(O)(=O)=O.[CH3:17]O, predict the reaction product. The product is: [F:1][C:2]1[C:10]([F:11])=[CH:9][CH:8]=[CH:7][C:3]=1[C:4]([O:6][CH3:17])=[O:5]. (4) Given the reactants [Cl:1][C:2]1[N:10]=[C:9]2[C:5]([N:6]=[C:7]([CH2:17][OH:18])[N:8]2C2CCCCO2)=[C:4]([N:19]2[CH2:24][CH2:23][O:22][CH2:21][CH2:20]2)[N:3]=1.C1(C)C=CC(S(O)(=O)=O)=CC=1, predict the reaction product. The product is: [Cl:1][C:2]1[N:10]=[C:9]2[C:5]([N:6]=[C:7]([CH2:17][OH:18])[NH:8]2)=[C:4]([N:19]2[CH2:24][CH2:23][O:22][CH2:21][CH2:20]2)[N:3]=1. (5) The product is: [Br:1][C:2]1[CH:3]=[C:4]2[C:9](=[CH:10][CH:11]=1)[N:8]=[CH:7][C:6]([O:12][CH:20]([CH2:25][CH3:26])[C:21]([O:23][CH3:24])=[O:22])=[CH:5]2. Given the reactants [Br:1][C:2]1[CH:3]=[C:4]2[C:9](=[CH:10][CH:11]=1)[N:8]=[CH:7][C:6]([OH:12])=[CH:5]2.C(=O)([O-])[O-].[K+].[K+].Br[CH:20]([CH2:25][CH3:26])[C:21]([O:23][CH3:24])=[O:22], predict the reaction product. (6) Given the reactants N(OCCC(C)C)=O.[CH3:9][N:10]1[C:14](N)=[C:13]([C:16]([O:18][CH2:19][CH3:20])=[O:17])[CH:12]=[N:11]1.[CH3:21][S:22]SC, predict the reaction product. The product is: [CH3:9][N:10]1[C:14]([S:22][CH3:21])=[C:13]([C:16]([O:18][CH2:19][CH3:20])=[O:17])[CH:12]=[N:11]1. (7) Given the reactants [F:1][C:2]([F:26])([F:25])[C:3]1[N:8]=[N:7][C:6]([NH:9][CH2:10][C@@H:11]2[CH2:17][C@@H:16]3[C@@H:14]([CH2:15]3)[CH2:13][N:12]2C(OC(C)(C)C)=O)=[CH:5][CH:4]=1.C(O)(C(F)(F)F)=O, predict the reaction product. The product is: [C@@H:14]12[CH2:15][C@@H:16]1[CH2:17][C@@H:11]([CH2:10][NH:9][C:6]1[N:7]=[N:8][C:3]([C:2]([F:26])([F:25])[F:1])=[CH:4][CH:5]=1)[NH:12][CH2:13]2.